This data is from Forward reaction prediction with 1.9M reactions from USPTO patents (1976-2016). The task is: Predict the product of the given reaction. Given the reactants [CH2:1]([NH2:5])[CH2:2][CH2:3][CH3:4].[Br:6][CH2:7][CH2:8][CH2:9][CH2:10][C:11]1([C:25](Cl)=[O:26])[C:24]2[CH:23]=[CH:22][CH:21]=[CH:20][C:19]=2[O:18][C:17]2[C:12]1=[CH:13][CH:14]=[CH:15][CH:16]=2, predict the reaction product. The product is: [CH2:1]([NH:5][C:25]([C:11]1([CH2:10][CH2:9][CH2:8][CH2:7][Br:6])[C:24]2[CH:23]=[CH:22][CH:21]=[CH:20][C:19]=2[O:18][C:17]2[C:12]1=[CH:13][CH:14]=[CH:15][CH:16]=2)=[O:26])[CH2:2][CH2:3][CH3:4].